Dataset: Peptide-MHC class II binding affinity with 134,281 pairs from IEDB. Task: Regression. Given a peptide amino acid sequence and an MHC pseudo amino acid sequence, predict their binding affinity value. This is MHC class II binding data. (1) The peptide sequence is IVDRQWAQDLTLPWQ. The MHC is HLA-DQA10201-DQB10402 with pseudo-sequence HLA-DQA10201-DQB10402. The binding affinity (normalized) is 0. (2) The peptide sequence is HTMWHVTRGAFLVRN. The MHC is HLA-DQA10201-DQB10303 with pseudo-sequence HLA-DQA10201-DQB10303. The binding affinity (normalized) is 0.630. (3) The peptide sequence is PRSPTVFYNIPPMPLPPSQL. The MHC is HLA-DPA10201-DPB10501 with pseudo-sequence HLA-DPA10201-DPB10501. The binding affinity (normalized) is 0.267. (4) The peptide sequence is IGRIAETILGYNPSA. The MHC is HLA-DQA10301-DQB10302 with pseudo-sequence HLA-DQA10301-DQB10302. The binding affinity (normalized) is 0.144. (5) The binding affinity (normalized) is 0.804. The peptide sequence is INISGYNLSLSAAVK. The MHC is DRB1_0701 with pseudo-sequence DRB1_0701. (6) The MHC is HLA-DQA10501-DQB10301 with pseudo-sequence HLA-DQA10501-DQB10301. The peptide sequence is DYKFPGGGQIVGGVY. The binding affinity (normalized) is 0.681. (7) The peptide sequence is GELQIVDKIDAAKKI. The MHC is DRB1_0101 with pseudo-sequence DRB1_0101. The binding affinity (normalized) is 0.584. (8) The peptide sequence is GERQLQKIERWFVRN. The MHC is H-2-IAd with pseudo-sequence H-2-IAd. The binding affinity (normalized) is 0. (9) The peptide sequence is QVESTAGSLQGQWRG. The MHC is DRB1_0901 with pseudo-sequence DRB1_0901. The binding affinity (normalized) is 0.196.